This data is from Full USPTO retrosynthesis dataset with 1.9M reactions from patents (1976-2016). The task is: Predict the reactants needed to synthesize the given product. (1) Given the product [ClH:31].[CH3:1][O:2][C:3](=[O:45])[C:4]1[CH:9]=[CH:8][C:7]([CH2:10][O:11][C:12]2[CH:17]=[CH:16][C:15]([CH2:18][C@H:19]([NH2:37])[C:20]3[N:21]([CH2:33][CH2:34][CH2:35][CH3:36])[CH:22]=[C:23]([C:25]4[CH:30]=[CH:29][C:28]([Cl:31])=[CH:27][C:26]=4[Cl:32])[N:24]=3)=[CH:14][CH:13]=2)=[CH:6][CH:5]=1, predict the reactants needed to synthesize it. The reactants are: [CH3:1][O:2][C:3](=[O:45])[C:4]1[CH:9]=[CH:8][C:7]([CH2:10][O:11][C:12]2[CH:17]=[CH:16][C:15]([CH2:18][C@H:19]([NH:37]C(OC(C)(C)C)=O)[C:20]3[N:21]([CH2:33][CH2:34][CH2:35][CH3:36])[CH:22]=[C:23]([C:25]4[CH:30]=[CH:29][C:28]([Cl:31])=[CH:27][C:26]=4[Cl:32])[N:24]=3)=[CH:14][CH:13]=2)=[CH:6][CH:5]=1.Cl. (2) Given the product [C:12]([NH:13][C:30](=[O:31])[C:29]1[CH:33]=[CH:34][C:35]([N:36]([CH3:47])[C:37]2[N:42]=[CH:41][C:40]3[N:43]=[CH:44][N:45]([CH3:46])[C:39]=3[CH:38]=2)=[C:27]([CH2:25][CH3:26])[CH:28]=1)#[N:8], predict the reactants needed to synthesize it. The reactants are: F[P-](F)(F)(F)(F)F.[N:8]1(OC(N(C)C)=[N+](C)C)[C:12]2[N:13]=CC=CC=2N=N1.[CH2:25]([C:27]1[CH:28]=[C:29]([CH:33]=[CH:34][C:35]=1[N:36]([CH3:47])[C:37]1[N:42]=[CH:41][C:40]2[N:43]=[CH:44][N:45]([CH3:46])[C:39]=2[CH:38]=1)[C:30](O)=[O:31])[CH3:26].C(N(C(C)C)C(C)C)C.N#CN. (3) Given the product [CH3:19][N:17]([CH3:18])[C:15]1[N:16]=[C:11]2[N:10]=[CH:9][CH:8]=[C:7]([O:6][C:5]3[CH:20]=[CH:21][C:2]([NH:1][C:35]([NH:34][C:25]4[CH:26]=[C:27]([C:30]([F:31])([F:33])[F:32])[CH:28]=[CH:29][C:24]=4[F:23])=[O:36])=[C:3]([F:22])[CH:4]=3)[C:12]2=[N:13][CH:14]=1, predict the reactants needed to synthesize it. The reactants are: [NH2:1][C:2]1[CH:21]=[CH:20][C:5]([O:6][C:7]2[C:12]3=[N:13][CH:14]=[C:15]([N:17]([CH3:19])[CH3:18])[N:16]=[C:11]3[N:10]=[CH:9][CH:8]=2)=[CH:4][C:3]=1[F:22].[F:23][C:24]1[CH:29]=[CH:28][C:27]([C:30]([F:33])([F:32])[F:31])=[CH:26][C:25]=1[N:34]=[C:35]=[O:36]. (4) Given the product [Cl:1][C:2]1[CH:7]=[C:6]([N:8]2[CH2:9][CH2:10][O:11][CH2:12][CH2:13]2)[N:5]=[C:4]([NH:14][C:16](=[O:23])[C:17]2[CH:22]=[CH:21][CH:20]=[N:19][CH:18]=2)[N:3]=1, predict the reactants needed to synthesize it. The reactants are: [Cl:1][C:2]1[CH:7]=[C:6]([N:8]2[CH2:13][CH2:12][O:11][CH2:10][CH2:9]2)[N:5]=[C:4]([NH2:14])[N:3]=1.Cl.[C:16](Cl)(=[O:23])[C:17]1[CH:22]=[CH:21][CH:20]=[N:19][CH:18]=1.C(N(CC)CC)C. (5) Given the product [Cl:25][C:23]1[CH:22]=[C:21]2[C:17]([CH2:18][C:19](=[O:26])[NH:20]2)=[C:16]([CH2:15][N:8]2[C:9]3[CH:14]=[CH:13][CH:12]=[CH:11][C:10]=3[N:6]([CH2:5][CH2:4][C:3]([OH:28])=[O:2])[C:7]2=[O:27])[CH:24]=1, predict the reactants needed to synthesize it. The reactants are: C[O:2][C:3](=[O:28])[CH2:4][CH2:5][N:6]1[C:10]2[CH:11]=[CH:12][CH:13]=[CH:14][C:9]=2[N:8]([CH2:15][C:16]2[CH:24]=[C:23]([Cl:25])[CH:22]=[C:21]3[C:17]=2[CH2:18][C:19](=[O:26])[NH:20]3)[C:7]1=[O:27].[OH-].[Li+]. (6) Given the product [CH:12]1([CH:13]([NH:14][C:15]([C:17]2[S:21][C:20]([NH2:22])=[N:19][CH:18]=2)=[O:16])[CH3:2])[CH2:10][CH2:11][CH2:8]1, predict the reactants needed to synthesize it. The reactants are: F[C:2](F)(F)C(O)=O.[CH:8]1([CH2:12][CH2:13][NH:14][C:15]([C:17]2[S:21][C:20]([NH:22]C(OC(C)(C)C)=O)=[N:19][CH:18]=2)=[O:16])[CH2:11][CH2:10]C1. (7) Given the product [Br:1][C:2]1[CH:6]=[N:5][N:4]([CH3:7])[C:3]=1[C:8]1[CH:9]=[C:10]([NH:17][C:26]([NH:25][C:22]2[CH:23]=[CH:24][C:19]([Cl:18])=[CH:20][CH:21]=2)=[O:27])[CH:11]=[CH:12][C:13]=1[O:14][CH2:15][CH3:16], predict the reactants needed to synthesize it. The reactants are: [Br:1][C:2]1[CH:6]=[N:5][N:4]([CH3:7])[C:3]=1[C:8]1[CH:9]=[C:10]([NH2:17])[CH:11]=[CH:12][C:13]=1[O:14][CH2:15][CH3:16].[Cl:18][C:19]1[CH:24]=[CH:23][C:22]([N:25]=[C:26]=[O:27])=[CH:21][CH:20]=1. (8) Given the product [NH2:1][C:4]1[CH:5]=[CH:6][C:7]([NH:10][C:11]2[CH:16]=[CH:15][CH:14]=[C:13]([NH2:17])[N:12]=2)=[CH:8][CH:9]=1, predict the reactants needed to synthesize it. The reactants are: [N+:1]([C:4]1[CH:9]=[CH:8][C:7]([NH:10][C:11]2[CH:16]=[CH:15][CH:14]=[C:13]([NH2:17])[N:12]=2)=[CH:6][CH:5]=1)([O-])=O.C(=O)=O. (9) The reactants are: [C:1]1([CH2:7][N:8]2[CH2:13][CH2:12][C:11]3([C:21]4[C:16](=[CH:17][CH:18]=[CH:19][CH:20]=4)[C:15](=O)[O:14]3)[CH2:10][CH2:9]2)[CH:6]=[CH:5][CH:4]=[CH:3][CH:2]=1.COC1C=CC(P2(=S)SP(=S)(C3C=CC(OC)=CC=3)[S:32]2)=CC=1.[NH4+].[Cl-]. Given the product [CH2:7]([N:8]1[CH2:13][CH2:12][C:11]2([C:21]3[C:16](=[CH:17][CH:18]=[CH:19][CH:20]=3)[C:15](=[S:32])[O:14]2)[CH2:10][CH2:9]1)[C:1]1[CH:6]=[CH:5][CH:4]=[CH:3][CH:2]=1, predict the reactants needed to synthesize it. (10) Given the product [F:51][C:12]([F:11])([F:50])[C:13]1[CH:14]=[C:15]([C@H:23]2[O:27][C:26](=[O:28])[N:25]([CH2:29][C:30]3[CH:35]=[C:34]([C:36]([F:37])([F:38])[F:39])[CH:33]=[CH:32][C:31]=3[C:2]3[CH:7]=[CH:6][CH:5]=[C:4]([C:8]([CH3:10])=[CH2:9])[N:3]=3)[C@H:24]2[CH3:49])[CH:16]=[C:17]([C:19]([F:20])([F:22])[F:21])[CH:18]=1, predict the reactants needed to synthesize it. The reactants are: Br[C:2]1[CH:7]=[CH:6][CH:5]=[C:4]([C:8]([CH3:10])=[CH2:9])[N:3]=1.[F:11][C:12]([F:51])([F:50])[C:13]1[CH:14]=[C:15]([C@H:23]2[O:27][C:26](=[O:28])[N:25]([CH2:29][C:30]3[CH:35]=[C:34]([C:36]([F:39])([F:38])[F:37])[CH:33]=[CH:32][C:31]=3B3OC(C)(C)C(C)(C)O3)[C@H:24]2[CH3:49])[CH:16]=[C:17]([C:19]([F:22])([F:21])[F:20])[CH:18]=1.COCCOC.C([O-])([O-])=O.[Na+].[Na+].